The task is: Predict the reaction yield, written as a fraction of the theoretical maximum amount of product (1.0 means a 100% yield; for example, 0.34 means a 34% yield).. This data is from Reaction yield outcomes from USPTO patents with 853,638 reactions. (1) The reactants are [Cl-].O[NH3+:3].[C:4](=[O:7])([O-])[OH:5].[Na+].CS(C)=O.[Si]([O:20][CH:21]([C:51]1[CH:56]=[CH:55][C:54]([F:57])=[CH:53][CH:52]=1)[CH2:22][N:23]1[C:28](=[O:29])[C:27]([CH2:30][C:31]2[CH:36]=[CH:35][C:34]([C:37]3[C:38]([C:43]#[N:44])=[CH:39][CH:40]=[CH:41][CH:42]=3)=[CH:33][CH:32]=2)=[C:26]([CH2:45][CH2:46][CH3:47])[N:25]2[N:48]=[CH:49][N:50]=[C:24]12)(C(C)(C)C)(C)C. The catalyst is O.C(OCC)(=O)C. The product is [F:57][C:54]1[CH:55]=[CH:56][C:51]([CH:21]([OH:20])[CH2:22][N:23]2[C:28](=[O:29])[C:27]([CH2:30][C:31]3[CH:32]=[CH:33][C:34]([C:37]4[CH:42]=[CH:41][CH:40]=[CH:39][C:38]=4[C:43]4[NH:44][C:4](=[O:7])[O:5][N:3]=4)=[CH:35][CH:36]=3)=[C:26]([CH2:45][CH2:46][CH3:47])[N:25]3[N:48]=[CH:49][N:50]=[C:24]23)=[CH:52][CH:53]=1. The yield is 0.610. (2) The reactants are Cl[C:2]1[N:9]=[CH:8][CH:7]=[CH:6][C:3]=1[C:4]#[N:5].[F:10][C:11]1[CH:16]=[CH:15][C:14](B(O)O)=[C:13]([O:20][CH3:21])[CH:12]=1. No catalyst specified. The product is [F:10][C:11]1[CH:16]=[CH:15][C:14]([C:2]2[N:9]=[CH:8][CH:7]=[CH:6][C:3]=2[C:4]#[N:5])=[C:13]([O:20][CH3:21])[CH:12]=1. The yield is 0.850. (3) The reactants are [Cl:1][C:2]1[CH:10]=[C:9]2[C:5]([C:6]([CH:11]=[O:12])=[CH:7][NH:8]2)=[CH:4][C:3]=1[C:13]1[CH:18]=[CH:17][C:16]([CH2:19][C:20]([N:22]2[CH2:27][CH2:26][O:25][CH2:24][CH2:23]2)=[O:21])=[CH:15][CH:14]=1.CC(=CC)C.Cl([O-])=[O:34].[Na+].O.O.OP([O-])(O)=O.[Na+]. The catalyst is C(#N)C.C(O)(C)(C)C.O. The product is [Cl:1][C:2]1[CH:10]=[C:9]2[C:5]([C:6]([C:11]([OH:34])=[O:12])=[CH:7][NH:8]2)=[CH:4][C:3]=1[C:13]1[CH:14]=[CH:15][C:16]([CH2:19][C:20]([N:22]2[CH2:23][CH2:24][O:25][CH2:26][CH2:27]2)=[O:21])=[CH:17][CH:18]=1. The yield is 0.280.